From a dataset of Catalyst prediction with 721,799 reactions and 888 catalyst types from USPTO. Predict which catalyst facilitates the given reaction. Reactant: [CH3:1][CH2:2][CH2:3][CH2:4][CH2:5][CH3:6].[CH2:7]([Li])[CH2:8][CH2:9][CH3:10].[B:12]([O:17]C)(OC)[O:13]C.Cl.[CH2:20]1[CH2:24]O[CH2:22][CH2:21]1. Product: [CH:3]1[C:2]2[C:7]3[C:8](=[C:22]([B:12]([OH:17])[OH:13])[C:21]4[CH:1]=[CH:2][CH:3]=[CH:4][C:20]=4[CH:24]=3)[CH:9]=[CH:10][C:1]=2[CH:6]=[CH:5][CH:4]=1. The catalyst class is: 11.